Predict the reaction yield, written as a fraction of the theoretical maximum amount of product (1.0 means a 100% yield; for example, 0.34 means a 34% yield). From a dataset of Reaction yield outcomes from USPTO patents with 853,638 reactions. (1) The reactants are Br[C:2]1[C:7](=[O:8])[N:6]([CH2:9][C:10]2[CH:15]=[CH:14][C:13]([C:16]3[C:17]([C:22]#[N:23])=[CH:18][CH:19]=[CH:20][CH:21]=3)=[CH:12][C:11]=2[F:24])[C:5]([CH2:25][CH2:26][CH3:27])=[N:4][C:3]=1[CH2:28][CH3:29].[Si:30]([O:37][CH2:38][C:39]([CH3:51])([CH3:50])[O:40][C:41]1[CH:46]=[CH:45][C:44](B(O)O)=[CH:43][CH:42]=1)([C:33]([CH3:36])([CH3:35])[CH3:34])([CH3:32])[CH3:31].C(=O)([O-])[O-].[Cs+].[Cs+].O1CCOCC1. The catalyst is C(OCC)(=O)C.C1C=CC(P(C2C=CC=CC=2)[C-]2C=CC=C2)=CC=1.C1C=CC(P(C2C=CC=CC=2)[C-]2C=CC=C2)=CC=1.Cl[Pd]Cl.[Fe+2].ClCCl. The product is [Si:30]([O:37][CH2:38][C:39]([CH3:51])([CH3:50])[O:40][C:41]1[CH:42]=[CH:43][C:44]([C:2]2[C:7](=[O:8])[N:6]([CH2:9][C:10]3[CH:15]=[CH:14][C:13]([C:16]4[C:17]([C:22]#[N:23])=[CH:18][CH:19]=[CH:20][CH:21]=4)=[CH:12][C:11]=3[F:24])[C:5]([CH2:25][CH2:26][CH3:27])=[N:4][C:3]=2[CH2:28][CH3:29])=[CH:45][CH:46]=1)([C:33]([CH3:36])([CH3:35])[CH3:34])([CH3:32])[CH3:31]. The yield is 0.900. (2) The reactants are C([N:8]1[CH:12]([CH3:13])[CH2:11][CH:10]([CH2:14][N:15]2[C:23]3[C:18](=[CH:19][C:20]([C:24]4[CH:25]=[N:26][N:27]([CH:29]5[CH2:34][CH2:33][CH2:32][CH2:31][O:30]5)[CH:28]=4)=[CH:21][CH:22]=3)[CH:17]=[CH:16]2)[CH2:9]1)C1C=CC=CC=1.C([O-])=O.[NH4+].C(OCC)(=O)C. The catalyst is CO. The product is [CH3:13][CH:12]1[NH:8][CH2:9][CH:10]([CH2:14][N:15]2[C:23]3[C:18](=[CH:19][C:20]([C:24]4[CH:25]=[N:26][N:27]([CH:29]5[CH2:34][CH2:33][CH2:32][CH2:31][O:30]5)[CH:28]=4)=[CH:21][CH:22]=3)[CH:17]=[CH:16]2)[CH2:11]1. The yield is 0.250. (3) The reactants are [C:1]([C:3]1[CH:4]=[C:5]2[C:9](=[CH:10][CH:11]=1)[NH:8][CH:7]=[CH:6]2)#[N:2].[CH3:12][C:13]([O:16][C:17](O[C:17]([O:16][C:13]([CH3:15])([CH3:14])[CH3:12])=[O:18])=[O:18])([CH3:15])[CH3:14]. The catalyst is CC#N.CN(C1C=CN=CC=1)C. The product is [C:1]([C:3]1[CH:4]=[C:5]2[C:9](=[CH:10][CH:11]=1)[N:8]([C:17]([O:16][C:13]([CH3:15])([CH3:14])[CH3:12])=[O:18])[CH:7]=[CH:6]2)#[N:2]. The yield is 0.900. (4) The reactants are [Cl:1][C:2]1[C:16]([N:17]2[CH2:21][CH2:20][CH2:19][CH2:18]2)=[CH:15][C:5]2[N:6]([CH2:9][O:10][CH2:11][CH2:12][O:13][CH3:14])[CH:7]=[N:8][C:4]=2[CH:3]=1.C([N-]C(C)C)(C)C.[Li+].[Cl:30]N1C(=O)CCC1=O.[NH4+].[Cl-]. The yield is 0.710. The product is [Cl:30][C:7]1[N:6]([CH2:9][O:10][CH2:11][CH2:12][O:13][CH3:14])[C:5]2[CH:15]=[C:16]([N:17]3[CH2:21][CH2:20][CH2:19][CH2:18]3)[C:2]([Cl:1])=[CH:3][C:4]=2[N:8]=1. The catalyst is C1COCC1. (5) The reactants are [Br:1][C:2]1[CH:14]=[CH:13][C:12]([C:15](=[O:17])[NH2:16])=[C:11]2[C:3]=1[C:4]1[CH:5]=[CH:6][C:7]([C:18]([O:20][CH2:21][CH3:22])=[O:19])=[CH:8][C:9]=1[NH:10]2.C(Cl)(Cl)(Cl)[Cl:24].C1C(=O)N(Cl)C(=O)C1. The catalyst is CN1C(=O)CCC1. The product is [Br:1][C:2]1[C:14]([Cl:24])=[CH:13][C:12]([C:15](=[O:17])[NH2:16])=[C:11]2[C:3]=1[C:4]1[CH:5]=[CH:6][C:7]([C:18]([O:20][CH2:21][CH3:22])=[O:19])=[CH:8][C:9]=1[NH:10]2. The yield is 0.670. (6) The reactants are [C:1]([O:5][C:6]([N:8]1[CH2:13][CH2:12][C:11]([CH2:20][CH2:21][C:22](OC)=[O:23])([CH2:14][CH2:15][C:16]([O:18][CH3:19])=[O:17])[CH2:10][CH2:9]1)=[O:7])([CH3:4])([CH3:3])[CH3:2].CC([O-])(C)C.[K+]. The catalyst is C1COCC1. The product is [O:23]=[C:22]1[CH2:21][CH2:20][C:11]2([CH2:10][CH2:9][N:8]([C:6]([O:5][C:1]([CH3:4])([CH3:2])[CH3:3])=[O:7])[CH2:13][CH2:12]2)[CH2:14][CH:15]1[C:16]([O:18][CH3:19])=[O:17]. The yield is 0.780. (7) The reactants are [CH3:1][C:2]1([CH3:14])[C:6]([CH3:8])([CH3:7])[O:5][B:4]([C:9]2[CH:10]=[N:11][NH:12][CH:13]=2)[O:3]1.C(=O)([O-])[O-].[K+].[K+].Br[CH2:22][CH2:23][CH2:24][C:25]([O:27][CH2:28][CH3:29])=[O:26]. The catalyst is CN(C)C=O. The product is [CH2:28]([O:27][C:25](=[O:26])[CH2:24][CH2:23][CH2:22][N:12]1[CH:13]=[C:9]([B:4]2[O:5][C:6]([CH3:7])([CH3:8])[C:2]([CH3:14])([CH3:1])[O:3]2)[CH:10]=[N:11]1)[CH3:29]. The yield is 0.840. (8) The reactants are [CH2:1]([C@H:8]([NH:21][C:22]([C@@H:24]([NH:35][C:36]([C@@H:38]([NH:40][C:41]([C:43]1[CH2:44][C:45]2[C:50]([C:51]=1[CH3:52])=[CH:49][CH:48]=[CH:47][CH:46]=2)=[O:42])[CH3:39])=[O:37])[CH2:25][C:26]1[C:34]2[C:29](=[CH:30][CH:31]=[CH:32][CH:33]=2)[NH:28][CH:27]=1)=[O:23])[CH:9]([C:11](=[O:20])[NH:12][CH2:13][C:14]1[CH:19]=[CH:18][CH:17]=[CH:16][CH:15]=1)[OH:10])[C:2]1[CH:7]=[CH:6][CH:5]=[CH:4][CH:3]=1.CC(OI1(OC(C)=O)(OC(C)=O)OC(=O)C2C=CC=CC1=2)=O. The catalyst is ClCCl. The product is [CH2:1]([C@H:8]([NH:21][C:22]([C@@H:24]([NH:35][C:36]([C@@H:38]([NH:40][C:41]([C:43]1[CH2:44][C:45]2[C:50]([C:51]=1[CH3:52])=[CH:49][CH:48]=[CH:47][CH:46]=2)=[O:42])[CH3:39])=[O:37])[CH2:25][C:26]1[C:34]2[C:29](=[CH:30][CH:31]=[CH:32][CH:33]=2)[NH:28][CH:27]=1)=[O:23])[C:9]([C:11](=[O:20])[NH:12][CH2:13][C:14]1[CH:15]=[CH:16][CH:17]=[CH:18][CH:19]=1)=[O:10])[C:2]1[CH:3]=[CH:4][CH:5]=[CH:6][CH:7]=1. The yield is 0.0900.